From a dataset of Reaction yield outcomes from USPTO patents with 853,638 reactions. Predict the reaction yield, written as a fraction of the theoretical maximum amount of product (1.0 means a 100% yield; for example, 0.34 means a 34% yield). (1) The reactants are [Cl:1][C:2]1[CH:7]=[CH:6][C:5]([C@@:8]23[O:15][C@@:12]([CH2:16][OH:17])([CH2:13][O:14]2)[C@@H:11]([OH:18])[C@H:10]([OH:19])[C@H:9]3[OH:20])=[CH:4][C:3]=1[CH2:21][C:22]1[CH:27]=[CH:26][C:25]([OH:28])=[CH:24][CH:23]=1.C(=O)([O-])[O-].[K+].[K+].Br[CH2:36][CH2:37][O:38][C:39](=[O:41])[CH3:40].O. The catalyst is C(#N)C.C(OCC)(=O)C. The product is [Cl:1][C:2]1[CH:7]=[CH:6][C:5]([C@@:8]23[O:15][C@@:12]([CH2:16][OH:17])([CH2:13][O:14]2)[C@@H:11]([OH:18])[C@H:10]([OH:19])[C@H:9]3[OH:20])=[CH:4][C:3]=1[CH2:21][C:22]1[CH:23]=[CH:24][C:25]([O:28][CH2:36][CH2:37][O:38][C:39](=[O:41])[CH3:40])=[CH:26][CH:27]=1. The yield is 0.220. (2) The reactants are [N:1]1[CH:6]=[CH:5][C:4]([CH3:7])=[CH:3][CH:2]=1.[Li+].CC([N-]C(C)C)C.[Br:16][C:17]1[CH:28]=[CH:27][C:20]([C:21](N(OC)C)=[O:22])=[CH:19][N:18]=1.CC(=O)OCC. The catalyst is C1COCC1. The product is [Br:16][C:17]1[N:18]=[CH:19][C:20]([C:21](=[O:22])[CH2:7][C:4]2[CH:5]=[CH:6][N:1]=[CH:2][CH:3]=2)=[CH:27][CH:28]=1. The yield is 0.735.